The task is: Predict the reaction yield, written as a fraction of the theoretical maximum amount of product (1.0 means a 100% yield; for example, 0.34 means a 34% yield).. This data is from Reaction yield outcomes from USPTO patents with 853,638 reactions. (1) The reactants are [C:1]([NH:4][CH:5](P(OC)(OC)=O)[C:6]([O:8][CH3:9])=[O:7])(=O)[CH3:2].C1CCN2C(=NCCC2)CC1.[O:27]1[CH:31]=[CH:30][C:29](C=O)=[C:28]1C=O. The catalyst is C(Cl)(Cl)Cl. The product is [O:27]1[C:31]2[CH:30]=[C:5]([C:6]([O:8][CH3:9])=[O:7])[N:4]=[CH:1][C:2]=2[CH:29]=[CH:28]1. The yield is 0.820. (2) The reactants are [C:1]([O:5][C:6]([N:8]1[CH2:12][CH2:11][C@H:10]([OH:13])[C@H:9]1[C:14](O)=[O:15])=[O:7])([CH3:4])([CH3:3])[CH3:2].B.CSC.CO.[H][H]. The catalyst is C1COCC1. The product is [OH:13][C@H:10]1[CH2:11][CH2:12][N:8]([C:6]([O:5][C:1]([CH3:2])([CH3:3])[CH3:4])=[O:7])[C@@H:9]1[CH2:14][OH:15]. The yield is 0.990. (3) The reactants are [S:1]1[CH:5]=[CH:4][C:3]([S:6]([O:9][C:10]2[C:18]([O:19][CH3:20])=[CH:17][C:16]([C:21]3[N:22]([C:32]([O:34][C:35]([CH3:38])([CH3:37])[CH3:36])=[O:33])[C:23]4[C:28]([CH:29]=3)=[CH:27][C:26]([CH:30]=O)=[CH:25][CH:24]=4)=[C:15]3[C:11]=2[CH2:12][NH:13][C:14]3=[O:39])(=[O:8])=[O:7])=[CH:2]1.Cl.[CH3:41][NH:42][CH3:43].C(N(CC)CC)C.C(O)(=O)C.C(O[BH-](OC(=O)C)OC(=O)C)(=O)C.[Na+]. The catalyst is C(#N)C. The product is [S:1]1[CH:5]=[CH:4][C:3]([S:6]([O:9][C:10]2[C:18]([O:19][CH3:20])=[CH:17][C:16]([C:21]3[N:22]([C:32]([O:34][C:35]([CH3:36])([CH3:38])[CH3:37])=[O:33])[C:23]4[C:28]([CH:29]=3)=[CH:27][C:26]([CH2:30][N:42]([CH3:43])[CH3:41])=[CH:25][CH:24]=4)=[C:15]3[C:11]=2[CH2:12][NH:13][C:14]3=[O:39])(=[O:7])=[O:8])=[CH:2]1. The yield is 0.450. (4) The reactants are [O:1]1[CH2:3][C@H:2]1[CH2:4][O:5][C:6]1[C:18]2[C:17]3[C:12](=[CH:13][CH:14]=[CH:15][CH:16]=3)[NH:11][C:10]=2[CH:9]=[CH:8][CH:7]=1.[NH2:19][CH2:20][CH2:21][C:22]1[CH:27]=[CH:26][C:25]([NH:28][S:29]([C:32]2[CH:37]=[CH:36][CH:35]=[CH:34][CH:33]=2)(=[O:31])=[O:30])=[CH:24][CH:23]=1.[CH2:38](O)C. The catalyst is C(O)(=O)C. The product is [OH:1][C@@H:2]([CH2:3][NH:19][CH2:20][CH:21]([C:22]1[CH:23]=[CH:24][C:25]([NH:28][S:29]([C:32]2[CH:33]=[CH:34][CH:35]=[CH:36][CH:37]=2)(=[O:31])=[O:30])=[CH:26][CH:27]=1)[CH3:38])[CH2:4][O:5][C:6]1[C:18]2[C:17]3[C:12](=[CH:13][CH:14]=[CH:15][CH:16]=3)[NH:11][C:10]=2[CH:9]=[CH:8][CH:7]=1. The yield is 0.290. (5) The reactants are [H-].[Na+].[Cl:3][C:4]1[C:12]2[NH:11][C:10]3[CH2:13][CH2:14][N:15]([C:18]([O:20][C:21]([CH3:24])([CH3:23])[CH3:22])=[O:19])[CH2:16][CH2:17][C:9]=3[C:8]=2[CH:7]=[CH:6][C:5]=1[Cl:25].Br[CH2:27][C:28]([O:30][CH2:31][CH3:32])=[O:29]. The catalyst is CN(C=O)C. The product is [Cl:3][C:4]1[C:12]2[N:11]([CH2:27][C:28]([O:30][CH2:31][CH3:32])=[O:29])[C:10]3[CH2:13][CH2:14][N:15]([C:18]([O:20][C:21]([CH3:22])([CH3:24])[CH3:23])=[O:19])[CH2:16][CH2:17][C:9]=3[C:8]=2[CH:7]=[CH:6][C:5]=1[Cl:25]. The yield is 0.810. (6) The reactants are [CH3:1][C:2]1[CH:3]=[CH:4][C:5]([SH:11])=[C:6]([CH:10]=1)[C:7]([OH:9])=O.[C:12]([C:14]1[CH:19]=[CH:18][CH:17]=[CH:16][N:15]=1)#[N:13]. The catalyst is N1C=CC=CC=1. The product is [CH3:1][C:2]1[CH:3]=[CH:4][C:5]2[S:11][C:12]([C:14]3[CH:19]=[CH:18][CH:17]=[CH:16][N:15]=3)=[N:13][C:7](=[O:9])[C:6]=2[CH:10]=1. The yield is 0.430.